Dataset: Reaction yield outcomes from USPTO patents with 853,638 reactions. Task: Predict the reaction yield, written as a fraction of the theoretical maximum amount of product (1.0 means a 100% yield; for example, 0.34 means a 34% yield). (1) The reactants are [CH2:1]([NH:3][C:4]([NH:6][C:7]1[S:8][C:9]([C:43]2[CH:48]=[CH:47][CH:46]=[CH:45][N:44]=2)=[CH:10][C:11]=1[C:12]([N:14]1[CH2:19][CH2:18][CH:17]([N:20]2[CH2:32][C:24]3([C:28](=[O:29])[O:27][C:26]([CH3:31])([CH3:30])[CH2:25]3)[N:23](C(OCC3C=CC=CC=3)=O)[CH2:22][CH2:21]2)[CH2:16][CH2:15]1)=[O:13])=[O:5])[CH3:2]. The catalyst is C(O)C.[C].[Pd]. The product is [CH3:31][C:26]1([CH3:30])[CH2:25][C:24]2([CH2:32][N:20]([CH:17]3[CH2:16][CH2:15][N:14]([C:12]([C:11]4[CH:10]=[C:9]([C:43]5[CH:48]=[CH:47][CH:46]=[CH:45][N:44]=5)[S:8][C:7]=4[NH:6][C:4]([NH:3][CH2:1][CH3:2])=[O:5])=[O:13])[CH2:19][CH2:18]3)[CH2:21][CH2:22][NH:23]2)[C:28](=[O:29])[O:27]1. The yield is 0.660. (2) The yield is 0.250. The reactants are [F:1][C:2]1[CH:9]=[CH:8][C:5]([CH:6]=O)=[CH:4][CH:3]=1.[CH3:10][N:11]1[CH:15]=[CH:14][N:13]=[C:12]1/[CH:16]=[N:17]/[C:18]1[CH:26]=[CH:25][CH:24]=[C:23]2[C:19]=1[CH2:20][O:21][C:22]2=[O:27].[O-:28][CH2:29][CH3:30].[Na+].C(O)C. The product is [F:1][C:2]1[CH:9]=[CH:8][C:5]([CH:6]2[C:29](=[O:28])[C:30]3[C:23]([C:22]([O:21][CH2:20][CH3:19])=[O:27])=[CH:24][CH:25]=[CH:26][C:18]=3[NH:17][CH:16]2[C:12]2[N:11]([CH3:10])[CH:15]=[CH:14][N:13]=2)=[CH:4][CH:3]=1. The catalyst is C(OCC)(=O)CC. (3) The product is [O:16]=[C:12]1[NH:11][C:10]2[N:9]=[CH:8][CH:7]=[C:6]([O:5][C:4]3[CH:3]=[C:2]([NH:1][C:35](=[O:36])[C:34]4[CH:38]=[CH:39][CH:40]=[C:32]([O:31][C:30]([F:29])([F:41])[F:42])[CH:33]=4)[CH:19]=[CH:18][CH:17]=3)[C:15]=2[N:14]=[CH:13]1. The yield is 0.600. The catalyst is C1COCC1. The reactants are [NH2:1][C:2]1[CH:3]=[C:4]([CH:17]=[CH:18][CH:19]=1)[O:5][C:6]1[C:15]2[N:14]=[CH:13][C:12](=[O:16])[NH:11][C:10]=2[N:9]=[CH:8][CH:7]=1.C(N(C(C)C)CC)(C)C.[F:29][C:30]([F:42])([F:41])[O:31][C:32]1[CH:33]=[C:34]([CH:38]=[CH:39][CH:40]=1)[C:35](Cl)=[O:36]. (4) The reactants are [Br:1][CH2:2][CH2:3][C:4]1[C:5](C#N)=CC=CC=1.[CH3:17][CH:18]([CH2:20][AlH][CH2:17][CH:18]([CH3:20])[CH3:19])[CH3:19].C1C[O:24]CC1.Cl. The catalyst is C1(C)C=CC=CC=1.C(Cl)Cl. The product is [Br:1][CH2:2][C:3]1[CH:20]=[C:18]([CH:17]=[CH:5][CH:4]=1)[CH:19]=[O:24]. The yield is 1.00.